From a dataset of Reaction yield outcomes from USPTO patents with 853,638 reactions. Predict the reaction yield, written as a fraction of the theoretical maximum amount of product (1.0 means a 100% yield; for example, 0.34 means a 34% yield). The reactants are [BH4-].[Li+].COC1CCCC1.[F:10][C:11]1[CH:12]=[C:13]([C@@H:18]2[CH2:28][CH2:27][C@@H:26]([O:29][Si:30]([CH:37]([CH3:39])[CH3:38])([CH:34]([CH3:36])[CH3:35])[CH:31]([CH3:33])[CH3:32])[C:21]3=[N:22][CH:23]=[CH:24][CH:25]=[C:20]3[C:19]2=[O:40])[CH:14]=[C:15]([F:17])[CH:16]=1. The product is [F:10][C:11]1[CH:12]=[C:13]([C@@H:18]2[CH2:28][CH2:27][C@@H:26]([O:29][Si:30]([CH:34]([CH3:36])[CH3:35])([CH:37]([CH3:39])[CH3:38])[CH:31]([CH3:32])[CH3:33])[C:21]3=[N:22][CH:23]=[CH:24][CH:25]=[C:20]3[C@H:19]2[OH:40])[CH:14]=[C:15]([F:17])[CH:16]=1. No catalyst specified. The yield is 0.560.